This data is from Peptide-MHC class II binding affinity with 134,281 pairs from IEDB. The task is: Regression. Given a peptide amino acid sequence and an MHC pseudo amino acid sequence, predict their binding affinity value. This is MHC class II binding data. (1) The peptide sequence is RCLVKEIPPRLLYAK. The MHC is DRB1_0405 with pseudo-sequence DRB1_0405. The binding affinity (normalized) is 0.207. (2) The peptide sequence is DLIFLARSALILRGS. The MHC is DRB1_0405 with pseudo-sequence DRB1_0405. The binding affinity (normalized) is 0.459. (3) The MHC is HLA-DQA10401-DQB10402 with pseudo-sequence HLA-DQA10401-DQB10402. The peptide sequence is DCSEYPKPDCTAEDR. The binding affinity (normalized) is 0.117. (4) The peptide sequence is EVFFQRLGIASGRARY. The MHC is DRB5_0101 with pseudo-sequence DRB5_0101. The binding affinity (normalized) is 0.725.